From a dataset of Forward reaction prediction with 1.9M reactions from USPTO patents (1976-2016). Predict the product of the given reaction. (1) Given the reactants [C:1]1([C:7]2[CH:12]=[CH:11][C:10]([OH:13])=[CH:9][CH:8]=2)[CH:6]=[CH:5][CH:4]=[CH:3][CH:2]=1.[CH2:14]([O:16][CH:17]([O:20][CH2:21][CH3:22])[CH2:18]Br)[CH3:15].[OH-].[K+], predict the reaction product. The product is: [CH2:14]([O:16][CH:17]([O:20][CH2:21][CH3:22])[CH2:18][O:13][C:10]1[CH:9]=[CH:8][C:7]([C:1]2[CH:2]=[CH:3][CH:4]=[CH:5][CH:6]=2)=[CH:12][CH:11]=1)[CH3:15]. (2) Given the reactants Cl[CH:2]([O:4][C:5](=[O:31])[N:6]([C:15]1[CH:20]=[CH:19][C:18]([C:21](=[O:29])[C:22]2[CH:27]=[CH:26][CH:25]=[CH:24][C:23]=2[CH3:28])=[C:17]([Cl:30])[CH:16]=1)[C:7]1[CH:12]=[CH:11][C:10]([F:13])=[CH:9][C:8]=1[CH3:14])[CH3:3].[CH3:32][CH:33]([CH2:37][CH3:38])[C:34]([O-:36])=[O:35].C([N+](CCCC)(CCCC)CCCC)CCC, predict the reaction product. The product is: [Cl:30][C:17]1[CH:16]=[C:15]([N:6]([C:7]2[CH:12]=[CH:11][C:10]([F:13])=[CH:9][C:8]=2[CH3:14])[C:5]([O:4][CH:2]([O:36][C:34](=[O:35])[CH:33]([CH3:32])[CH2:37][CH3:38])[CH3:3])=[O:31])[CH:20]=[CH:19][C:18]=1[C:21](=[O:29])[C:22]1[CH:27]=[CH:26][CH:25]=[CH:24][C:23]=1[CH3:28]. (3) Given the reactants Cl[C:2]1[CH:7]=[C:6]([CH:8]2[CH2:10][CH2:9]2)[CH:5]=[C:4]([Cl:11])[N:3]=1.CC1(C)C(C)(C)OB([C:20]2[CH:21]=[CH:22][C:23]([N:26]3[CH2:31][CH2:30][O:29][CH2:28][CH2:27]3)=[N:24][CH:25]=2)O1.[Na].C(=O)([O-])[O-], predict the reaction product. The product is: [Cl:11][C:4]1[N:3]=[C:2]([C:20]2[CH:25]=[N:24][C:23]([N:26]3[CH2:27][CH2:28][O:29][CH2:30][CH2:31]3)=[CH:22][CH:21]=2)[CH:7]=[C:6]([CH:8]2[CH2:10][CH2:9]2)[CH:5]=1. (4) The product is: [CH2:19]([NH:11][C:9]1[CH:8]=[CH:7][C:5]2[O:6][C:2]([F:1])([F:12])[O:3][C:4]=2[CH:10]=1)[CH3:20]. Given the reactants [F:1][C:2]1([F:12])[O:6][C:5]2[CH:7]=[CH:8][C:9]([NH2:11])=[CH:10][C:4]=2[O:3]1.C([O-])([O-])=O.[K+].[K+].[CH2:19](I)[CH3:20], predict the reaction product. (5) The product is: [CH3:40][O:41][C:42](=[O:50])[C:43]1[CH:48]=[CH:47][C:46]([NH:32][C:31]([C:15]2[N:14]([CH:34]([CH3:35])[CH3:36])[C:13]([CH2:12][CH2:11][CH:9]3[CH2:10][CH:5]([CH2:4][C:3]([O:2][CH3:1])=[O:39])[O:6][C:7]([CH3:37])([CH3:38])[O:8]3)=[C:17]([C:18]3[CH:23]=[CH:22][C:21]([F:24])=[CH:20][CH:19]=3)[C:16]=2[C:25]2[CH:30]=[CH:29][CH:28]=[CH:27][CH:26]=2)=[O:33])=[N:45][CH:44]=1. Given the reactants [CH3:1][O:2][C:3](=[O:39])[CH2:4][CH:5]1[CH2:10][CH:9]([CH2:11][CH2:12][C:13]2[N:14]([CH:34]([CH3:36])[CH3:35])[C:15]([C:31](=[O:33])[NH2:32])=[C:16]([C:25]3[CH:30]=[CH:29][CH:28]=[CH:27][CH:26]=3)[C:17]=2[C:18]2[CH:23]=[CH:22][C:21]([F:24])=[CH:20][CH:19]=2)[O:8][C:7]([CH3:38])([CH3:37])[O:6]1.[CH3:40][O:41][C:42](=[O:50])[C:43]1[CH:48]=[CH:47][C:46](I)=[N:45][CH:44]=1.CNCCNC.[O-]P([O-])([O-])=O.[K+].[K+].[K+], predict the reaction product. (6) Given the reactants C1C=CC2N(O)N=NC=2C=1.CCN=C=NCCCN(C)C.Cl.[C:23]1([C:30]2[CH:35]=[CH:34][CH:33]=[CH:32][CH:31]=2)[CH:28]=[CH:27][C:26]([NH2:29])=[CH:25][CH:24]=1.[CH3:36][O:37][C:38](=[O:44])[CH:39]([CH3:43])[C:40](O)=[O:41], predict the reaction product. The product is: [CH3:36][O:37][C:38](=[O:44])[CH:39]([CH3:43])[C:40]([NH:29][C:26]1[CH:25]=[CH:24][C:23]([C:30]2[CH:35]=[CH:34][CH:33]=[CH:32][CH:31]=2)=[CH:28][CH:27]=1)=[O:41]. (7) Given the reactants C(OC([N:8]1[CH2:11][CH:10]([O:12][C:13]2[CH:18]=[CH:17][C:16]([NH:19][C:20]([C:22]3[S:26][C:25]([C:27]4[CH:32]=[CH:31][C:30]([Cl:33])=[CH:29][CH:28]=4)=[N:24][C:23]=3[CH2:34][CH:35](OC)OC)=[O:21])=[CH:15][C:14]=2[O:40][CH3:41])[CH2:9]1)=O)(C)(C)C.Cl, predict the reaction product. The product is: [ClH:33].[NH:8]1[CH2:11][CH:10]([O:12][C:13]2[CH:18]=[CH:17][C:16]([N:19]3[CH:35]=[CH:34][C:23]4[N:24]=[C:25]([C:27]5[CH:32]=[CH:31][C:30]([Cl:33])=[CH:29][CH:28]=5)[S:26][C:22]=4[C:20]3=[O:21])=[CH:15][C:14]=2[O:40][CH3:41])[CH2:9]1. (8) Given the reactants [CH2:1]([C:5]1[CH:16]=[CH:15][C:8]([CH2:9][N:10]2[CH2:14][CH2:13][CH2:12][CH2:11]2)=[CH:7][CH:6]=1)[CH2:2][C:3]#[CH:4].Br[C:18]1[CH:23]=[CH:22][C:21]([Br:24])=[CH:20][N:19]=1.C(NC(C)C)(C)C, predict the reaction product. The product is: [Br:24][C:21]1[CH:22]=[CH:23][C:18]([C:4]#[C:3][CH2:2][CH2:1][C:5]2[CH:16]=[CH:15][C:8]([CH2:9][N:10]3[CH2:14][CH2:13][CH2:12][CH2:11]3)=[CH:7][CH:6]=2)=[N:19][CH:20]=1. (9) Given the reactants O=[C:2]([CH2:8][C:9](=O)[CH2:10][CH3:11])[C:3]([O:5][CH2:6][CH3:7])=[O:4].[CH3:13][NH:14][NH2:15], predict the reaction product. The product is: [CH2:10]([C:9]1[CH:8]=[C:2]([C:3]([O:5][CH2:6][CH3:7])=[O:4])[N:14]([CH3:13])[N:15]=1)[CH3:11]. (10) The product is: [Br:15][CH2:1][C:2]1[CH:11]=[C:10]([N+:12]([O-:14])=[O:13])[CH:9]=[CH:8][C:3]=1[C:4]([O:6][CH3:7])=[O:5]. Given the reactants [CH3:1][C:2]1[CH:11]=[C:10]([N+:12]([O-:14])=[O:13])[CH:9]=[CH:8][C:3]=1[C:4]([O:6][CH3:7])=[O:5].[Br:15]N1C(=O)CCC1=O.C(OOC(=O)C1C=CC=CC=1)(=O)C1C=CC=CC=1, predict the reaction product.